From a dataset of Catalyst prediction with 721,799 reactions and 888 catalyst types from USPTO. Predict which catalyst facilitates the given reaction. (1) Reactant: [F:1][C:2]1[C:11]([OH:12])=[C:10]2[C:5]([CH:6]=[CH:7][C:8]([O:13]C)=[N:9]2)=[C:4](/[CH:15]=[CH:16]/[C:17]([O:19][CH2:20][CH3:21])=[O:18])[CH:3]=1.[H-].[Na+].S(C1C=CC([N+]([O-])=O)=CC=1)([O:27][CH2:28][C@H:29]1O[CH2:30]1)(=O)=O. Product: [F:1][C:2]1[C:11]2[O:12][CH2:30][C@@H:29]([CH2:28][OH:27])[N:9]3[C:10]=2[C:5]([CH:6]=[CH:7][C:8]3=[O:13])=[C:4](/[CH:15]=[CH:16]/[C:17]([O:19][CH2:20][CH3:21])=[O:18])[CH:3]=1. The catalyst class is: 3. (2) Product: [CH2:18]([NH:26][C:15]([C@@H:9]1[CH2:10][CH2:11][CH2:12][CH2:13][CH2:14][N:8]1[C:6]([O:5][C:1]([CH3:2])([CH3:3])[CH3:4])=[O:7])=[O:17])[CH2:19][CH2:20][CH2:21][CH2:22][CH2:23][CH2:24][CH3:25]. Reactant: [C:1]([O:5][C:6]([N:8]1[CH2:14][CH2:13][CH2:12][CH2:11][CH2:10][C@H:9]1[C:15]([OH:17])=O)=[O:7])([CH3:4])([CH3:3])[CH3:2].[CH2:18]([NH2:26])[CH2:19][CH2:20][CH2:21][CH2:22][CH2:23][CH2:24][CH3:25].C(N(CC)C(C)C)(C)C.C1CN([P+](ON2N=NC3C=CC=CC2=3)(N2CCCC2)N2CCCC2)CC1.F[P-](F)(F)(F)(F)F. The catalyst class is: 2. (3) Reactant: [CH:1]1([C:5]2[C:13]([C:14]3[NH:15][C:16]([CH2:19][CH3:20])=[CH:17][N:18]=3)=[CH:12][C:8]([C:9]([OH:11])=O)=[C:7]([CH3:21])[CH:6]=2)[CH2:4][CH2:3][CH2:2]1.Cl.[NH:23]1[CH2:28][CH2:27][CH:26]([C:29]2[CH:36]=[CH:35][C:32]([C:33]#[N:34])=[CH:31][CH:30]=2)[CH2:25][CH2:24]1.CCN=C=NCCCN(C)C.Cl. Product: [CH:1]1([C:5]2[C:13]([C:14]3[NH:15][C:16]([CH2:19][CH3:20])=[CH:17][N:18]=3)=[CH:12][C:8]([C:9]([N:23]3[CH2:28][CH2:27][CH:26]([C:29]4[CH:36]=[CH:35][C:32]([C:33]#[N:34])=[CH:31][CH:30]=4)[CH2:25][CH2:24]3)=[O:11])=[C:7]([CH3:21])[CH:6]=2)[CH2:4][CH2:3][CH2:2]1. The catalyst class is: 546. (4) Reactant: [Cl:1][C:2]1[CH:39]=[C:38]([CH3:40])[CH:37]=[CH:36][C:3]=1[O:4][C:5]1[C:14]2[C:13](=[O:15])[N:12]([CH2:16][C:17]3[CH:22]=[CH:21][C:20]([O:23][CH3:24])=[CH:19][CH:18]=3)C(=O)[N:10]([C:26]3[CH:31]=[CH:30][C:29]([I:32])=[CH:28][C:27]=3[F:33])[C:9]=2[N:8]([CH3:34])[C:7](=[O:35])[CH:6]=1.[OH-].[Li+].C(OCC)(=O)C. Product: [Cl:1][C:2]1[CH:39]=[C:38]([CH3:40])[CH:37]=[CH:36][C:3]=1[O:4][C:5]1[C:14]([C:13]([NH:12][CH2:16][C:17]2[CH:22]=[CH:21][C:20]([O:23][CH3:24])=[CH:19][CH:18]=2)=[O:15])=[C:9]([NH:10][C:26]2[CH:31]=[CH:30][C:29]([I:32])=[CH:28][C:27]=2[F:33])[N:8]([CH3:34])[C:7](=[O:35])[CH:6]=1. The catalyst class is: 30. (5) Reactant: [C:1]1(=[O:11])[C:10]2[C:5](=[CH:6][CH:7]=[CH:8][CH:9]=2)[CH2:4][CH2:3][CH2:2]1. Product: [CH2:3]1[CH2:4][C:5]2[C:10](=[CH:9][CH:8]=[CH:7][CH:6]=2)[C@H:1]([OH:11])[CH2:2]1. The catalyst class is: 41.